This data is from Full USPTO retrosynthesis dataset with 1.9M reactions from patents (1976-2016). The task is: Predict the reactants needed to synthesize the given product. Given the product [Br:1][C:2]1[CH:3]=[C:4]([CH:17]=[CH:18][C:19]=1[Cl:20])[C:5]([N:7]([C:9]1[CH:14]=[CH:13][CH:12]=[CH:11][C:10]=1[OH:15])[CH3:8])=[O:6], predict the reactants needed to synthesize it. The reactants are: [Br:1][C:2]1[CH:3]=[C:4]([CH:17]=[CH:18][C:19]=1[Cl:20])[C:5]([N:7]([C:9]1[CH:14]=[CH:13][CH:12]=[CH:11][C:10]=1[O:15]C)[CH3:8])=[O:6].B(Br)(Br)Br.